Predict the reaction yield, written as a fraction of the theoretical maximum amount of product (1.0 means a 100% yield; for example, 0.34 means a 34% yield). From a dataset of Reaction yield outcomes from USPTO patents with 853,638 reactions. The reactants are C1(NC2CCCCC2)CCCCC1.CCCCCC.[CH2:20]([O:23][C:24]([CH:26]1[CH2:31][CH2:30][CH2:29][CH2:28][CH2:27]1)=[O:25])[CH2:21][CH3:22].Br[CH2:33][CH:34]([CH2:37][CH3:38])[CH2:35][CH3:36].Cl. The catalyst is C1COCC1.O. The product is [CH2:20]([O:23][C:24]([C:26]1([CH2:33][CH:34]([CH2:37][CH3:38])[CH2:35][CH3:36])[CH2:31][CH2:30][CH2:29][CH2:28][CH2:27]1)=[O:25])[CH2:21][CH3:22]. The yield is 0.770.